Dataset: Forward reaction prediction with 1.9M reactions from USPTO patents (1976-2016). Task: Predict the product of the given reaction. Given the reactants [CH:1]1([C:4]2[NH:24][C:7]3[N:8]=[N:9][C:10]([CH2:12][CH2:13][CH2:14][CH2:15][N:16]4[CH:20]=[C:19]([C:21](O)=[O:22])[N:18]=[N:17]4)=[CH:11][C:6]=3[C:5]=2[C:25]2[CH:30]=[CH:29][C:28]([F:31])=[CH:27][C:26]=2[F:32])[CH2:3][CH2:2]1.CN(C(ON1N=NC2C=CC=NC1=2)=[N+](C)C)C.F[P-](F)(F)(F)(F)F.[F:57][C:58]([F:68])([F:67])[C:59]1[N:64]=[CH:63][C:62]([CH2:65][NH2:66])=[CH:61][CH:60]=1.CCN(C(C)C)C(C)C.CN([CH:81]=[O:82])C, predict the reaction product. The product is: [F:57][C:58]([F:68])([F:67])[C:81]([OH:82])=[O:22].[CH:1]1([C:4]2[NH:24][C:7]3[N:8]=[N:9][C:10]([CH2:12][CH2:13][CH2:14][CH2:15][N:16]4[CH:20]=[C:19]([C:21]([NH:66][CH2:65][C:62]5[CH:63]=[N:64][C:59]([C:58]([F:68])([F:57])[F:67])=[CH:60][CH:61]=5)=[O:22])[N:18]=[N:17]4)=[CH:11][C:6]=3[C:5]=2[C:25]2[CH:30]=[CH:29][C:28]([F:31])=[CH:27][C:26]=2[F:32])[CH2:3][CH2:2]1.